This data is from Reaction yield outcomes from USPTO patents with 853,638 reactions. The task is: Predict the reaction yield, written as a fraction of the theoretical maximum amount of product (1.0 means a 100% yield; for example, 0.34 means a 34% yield). (1) The reactants are [O:1]=[C:2]1[C:7]([CH2:8][C:9]2[CH:14]=[CH:13][C:12]([C:15]3[C:16]([C:21]#[N:22])=[CH:17][CH:18]=[CH:19][CH:20]=3)=[CH:11][CH:10]=2)=[C:6]([CH2:23][CH2:24][CH3:25])[N:5]2[N:26]=[CH:27][N:28]=[C:4]2[N:3]1[CH:29]1[CH2:34][CH2:33][CH:32]([O:35][CH2:36][CH:37]=[CH2:38])[CH2:31][CH2:30]1.ClC1C=CC=C(C(OO)=[O:47])C=1.C(=O)([O-])O.[Na+].S([O-])([O-])(=O)=S.[Na+].[Na+]. The catalyst is C(#N)C. The product is [O:47]1[CH2:38][CH:37]1[CH2:36][O:35][C@H:32]1[CH2:31][CH2:30][C@H:29]([N:3]2[C:2](=[O:1])[C:7]([CH2:8][C:9]3[CH:10]=[CH:11][C:12]([C:15]4[C:16]([C:21]#[N:22])=[CH:17][CH:18]=[CH:19][CH:20]=4)=[CH:13][CH:14]=3)=[C:6]([CH2:23][CH2:24][CH3:25])[N:5]3[N:26]=[CH:27][N:28]=[C:4]23)[CH2:34][CH2:33]1. The yield is 0.200. (2) The reactants are [F:1][C:2]([F:19])([O:7][C:8]1[CH:13]=[CH:12][C:11]([C:14]2[O:15][CH:16]=[N:17][N:18]=2)=[CH:10][CH:9]=1)[C:3]([F:6])([F:5])[F:4].I[C:21]1[CH:30]=[CH:29][C:24]([C:25]([O:27][CH3:28])=[O:26])=[CH:23][CH:22]=1.N1C2C(=CC=C3C=2N=CC=C3)C=CC=1.C(=O)([O-])[O-].[Cs+].[Cs+]. The catalyst is CS(C)=O.O.[Cu]I. The product is [F:19][C:2]([F:1])([O:7][C:8]1[CH:9]=[CH:10][C:11]([C:14]2[O:15][C:16]([C:21]3[CH:30]=[CH:29][C:24]([C:25]([O:27][CH3:28])=[O:26])=[CH:23][CH:22]=3)=[N:17][N:18]=2)=[CH:12][CH:13]=1)[C:3]([F:6])([F:5])[F:4]. The yield is 0.330.